Predict the product of the given reaction. From a dataset of Forward reaction prediction with 1.9M reactions from USPTO patents (1976-2016). (1) Given the reactants [Cl:1][C:2]1[CH:3]=[CH:4][C:5]2[O:9][CH:8]=[C:7]([CH2:10][O:11][C:12]3[CH:20]=[CH:19][CH:18]=[C:17]4[C:13]=3[CH:14]=[C:15]([C:21]([OH:23])=O)[NH:16]4)[C:6]=2[CH:24]=1.[ClH:25].Cl.Cl.[C@H:28]1([CH2:38][N:39]2[CH2:44][CH2:43][CH:42]([NH2:45])[CH2:41][CH2:40]2)[C@@H:37]2[N:32]([CH2:33][CH2:34][CH2:35][CH2:36]2)[CH2:31][CH2:30][CH2:29]1, predict the reaction product. The product is: [ClH:1].[ClH:25].[C@H:28]1([CH2:38][N:39]2[CH2:44][CH2:43][CH:42]([NH:45][C:21]([C:15]3[NH:16][C:17]4[C:13]([CH:14]=3)=[C:12]([O:11][CH2:10][C:7]3[C:6]5[CH:24]=[C:2]([Cl:1])[CH:3]=[CH:4][C:5]=5[O:9][CH:8]=3)[CH:20]=[CH:19][CH:18]=4)=[O:23])[CH2:41][CH2:40]2)[C@@H:37]2[N:32]([CH2:33][CH2:34][CH2:35][CH2:36]2)[CH2:31][CH2:30][CH2:29]1. (2) Given the reactants [ClH:1].[CH3:2][O:3][C:4]1[N:5]=[C:6]2[C:11](=[CH:12][CH:13]=1)[N:10]=[CH:9][CH:8]=[C:7]2[N:14]1[CH2:20][CH2:19][CH2:18][N:17]([CH2:21][CH2:22][NH2:23])[CH2:16][CH2:15]1.[O:24]=[C:25]1[CH2:30][S:29][C:28]2[CH:31]=[CH:32][C:33]([CH:35]=O)=[N:34][C:27]=2[NH:26]1.S([O-])([O-])(=O)=O.[Na+].[Na+].C(N(C(C)C)CC)(C)C.[BH4-].[Na+], predict the reaction product. The product is: [ClH:1].[ClH:1].[ClH:1].[CH3:2][O:3][C:4]1[N:5]=[C:6]2[C:11](=[CH:12][CH:13]=1)[N:10]=[CH:9][CH:8]=[C:7]2[N:14]1[CH2:20][CH2:19][CH2:18][N:17]([CH2:21][CH2:22][NH:23][CH2:35][C:33]2[CH:32]=[CH:31][C:28]3[S:29][CH2:30][C:25](=[O:24])[NH:26][C:27]=3[N:34]=2)[CH2:16][CH2:15]1. (3) Given the reactants [NH2:1][CH2:2][CH2:3][CH2:4][N:5]1[C:13]2[C:8](=[CH:9][C:10]([S:14]([N:17]3[CH2:21][CH2:20][CH2:19][C@H:18]3[CH2:22][O:23][C:24]3[CH:29]=[CH:28][CH:27]=[CH:26][CH:25]=3)(=[O:16])=[O:15])=[CH:11][CH:12]=2)[C:7]2([O:34][CH2:33][CH2:32][CH2:31][O:30]2)[C:6]1=O.N, predict the reaction product. The product is: [O:23]([CH2:22][C@@H:18]1[CH2:19][CH2:20][CH2:21][N:17]1[S:14]([C:10]1[CH:11]=[CH:12][C:13]2[N:5]3[CH2:4][CH2:3][CH2:2][N:1]=[C:6]3[C:7]3([O:34][CH2:33][CH2:32][CH2:31][O:30]3)[C:8]=2[CH:9]=1)(=[O:16])=[O:15])[C:24]1[CH:29]=[CH:28][CH:27]=[CH:26][CH:25]=1. (4) Given the reactants [CH3:1][N:2]([CH3:5])[CH2:3][CH3:4].[Br:6][CH2:7][CH2:8][O:9][CH2:10][CH2:11][O:12][CH3:13], predict the reaction product. The product is: [Br-:6].[CH3:1][N+:2]([CH3:5])([CH2:3][CH3:4])[CH2:7][CH2:8][O:9][CH2:10][CH2:11][O:12][CH3:13]. (5) The product is: [Cl:17][CH:9]1[C:10]2[C:6](=[CH:5][CH:4]=[C:3]([C:2]([F:14])([F:13])[F:1])[CH:11]=2)[CH2:7][CH2:8]1. Given the reactants [F:1][C:2]([F:14])([F:13])[C:3]1[CH:11]=[C:10]2[C:6]([CH2:7][CH2:8][CH:9]2O)=[CH:5][CH:4]=1.S(Cl)([Cl:17])=O, predict the reaction product. (6) Given the reactants [CH3:1][C:2]1[C:7]([F:8])=[CH:6][CH:5]=[CH:4][C:3]=1[N:9]1[C:13](=[O:14])[N:12]([CH3:15])[N:11]=[N:10]1.N(C1(C#N)CCCCC1)=NC1(C#N)CCCCC1.[Br:34]N1C(=O)CCC1=O.ClC1C=CC=CC=1, predict the reaction product. The product is: [Br:34][CH2:1][C:2]1[C:7]([F:8])=[CH:6][CH:5]=[CH:4][C:3]=1[N:9]1[C:13](=[O:14])[N:12]([CH3:15])[N:11]=[N:10]1. (7) Given the reactants [F:1][C:2]1[CH:22]=[C:21]([F:23])[CH:20]=[CH:19][C:3]=1[CH2:4][N:5]([O:17][CH3:18])[C:6](=[O:16])[CH:7]=[C:8]1[C:12](=[O:13])[O:11][C:10](C)(C)[O:9]1, predict the reaction product. The product is: [CH3:10][O:11][C:12](=[O:13])[C:8]([OH:9])=[CH:7][C:6](=[O:16])[N:5]([CH2:4][C:3]1[CH:19]=[CH:20][C:21]([F:23])=[CH:22][C:2]=1[F:1])[O:17][CH3:18]. (8) Given the reactants BrC1SC=CC=1.C([Li])CCC.[CH2:12]([N:19]1[CH2:24][CH2:23][C:22](=O)[CH2:21][CH2:20]1)[C:13]1[CH:18]=[CH:17][CH:16]=[CH:15][CH:14]=1, predict the reaction product. The product is: [CH2:12]([N:19]1[CH2:24][CH2:23][CH2:22][CH2:21][CH2:20]1)[C:13]1[CH:18]=[CH:17][CH:16]=[CH:15][CH:14]=1. (9) Given the reactants Br[C:2]1[CH:3]=[C:4]([S:9]([NH:12][C:13]2[CH:22]=[CH:21][C:16]([C:17]([O:19][CH3:20])=[O:18])=[C:15]([OH:23])[CH:14]=2)(=[O:11])=[O:10])[CH:5]=[N:6][C:7]=1[Cl:8].[O:24]1[C:28]2[CH:29]=[CH:30][C:31](B(O)O)=[CH:32][C:27]=2[CH2:26][CH2:25]1, predict the reaction product. The product is: [Cl:8][C:7]1[N:6]=[CH:5][C:4]([S:9]([NH:12][C:13]2[CH:22]=[CH:21][C:16]([C:17]([O:19][CH3:20])=[O:18])=[C:15]([OH:23])[CH:14]=2)(=[O:11])=[O:10])=[CH:3][C:2]=1[C:31]1[CH:30]=[CH:29][C:28]2[O:24][CH2:25][CH2:26][C:27]=2[CH:32]=1.